This data is from Forward reaction prediction with 1.9M reactions from USPTO patents (1976-2016). The task is: Predict the product of the given reaction. (1) Given the reactants [H-].[Na+].[Br:3][C:4]1[N:5]=[CH:6][NH:7][CH:8]=1.[CH3:9][N:10]([CH3:15])[S:11](Cl)(=[O:13])=[O:12], predict the reaction product. The product is: [CH3:9][N:10]([CH3:15])[S:11]([N:7]1[CH:8]=[C:4]([Br:3])[N:5]=[CH:6]1)(=[O:13])=[O:12]. (2) Given the reactants [F:1][CH:2]([F:18])[CH2:3][CH2:4][O:5][C:6]1[CH:7]=[C:8]([C:12]#[C:13][Si](C)(C)C)[CH:9]=[CH:10][CH:11]=1.C([O-])([O-])=O.[K+].[K+], predict the reaction product. The product is: [F:1][CH:2]([F:18])[CH2:3][CH2:4][O:5][C:6]1[CH:11]=[CH:10][CH:9]=[C:8]([C:12]#[CH:13])[CH:7]=1. (3) Given the reactants [CH3:1][CH:2]([CH2:6][C:7]1[CH:15]=[CH:14][CH:13]=[C:12]2[C:8]=1[CH2:9][CH:10]([CH3:17])[C:11]2=[O:16])[C:3]([OH:5])=[O:4].S(Cl)(Cl)=O.[CH3:22]O, predict the reaction product. The product is: [CH3:1][CH:2]([CH2:6][C:7]1[CH:15]=[CH:14][CH:13]=[C:12]2[C:8]=1[CH2:9][CH:10]([CH3:17])[C:11]2=[O:16])[C:3]([O:5][CH3:22])=[O:4]. (4) Given the reactants [Cl:1][C:2]1[CH:3]=[C:4]([CH:6]=[CH:7][C:8]=1[Cl:9])[NH2:5].[CH:10](O)=[O:11], predict the reaction product. The product is: [Cl:1][C:2]1[CH:3]=[C:4]([CH:6]=[CH:7][C:8]=1[Cl:9])[NH:5][CH:10]=[O:11]. (5) Given the reactants P12(SP3(SP(SP(S3)(S1)=S)(=S)S2)=S)=[S:2].C([O-])([O-])=O.[Na+].[Na+].[F:21][C:22]1[CH:23]=[C:24]([C@H:28]2[NH:33][C:32](=O)[CH2:31][O:30][CH2:29]2)[CH:25]=[CH:26][CH:27]=1, predict the reaction product. The product is: [F:21][C:22]1[CH:23]=[C:24]([C@H:28]2[NH:33][C:32](=[S:2])[CH2:31][O:30][CH2:29]2)[CH:25]=[CH:26][CH:27]=1. (6) The product is: [C:1]([O:5][C:6]([N:8]1[CH2:13][C@@H:12]2[C@@H:10]([CH2:11]2)[C@H:9]1[CH2:14][NH:15][C:21](=[O:22])[C:20]1[CH:24]=[CH:25][C:17]([F:16])=[CH:18][CH:19]=1)=[O:7])([CH3:4])([CH3:3])[CH3:2]. Given the reactants [C:1]([O:5][C:6]([N:8]1[CH2:13][C@@H:12]2[C@@H:10]([CH2:11]2)[C@H:9]1[CH2:14][NH2:15])=[O:7])([CH3:4])([CH3:3])[CH3:2].[F:16][C:17]1[CH:25]=[CH:24][C:20]([C:21](O)=[O:22])=[CH:19][CH:18]=1, predict the reaction product.